From a dataset of TCR-epitope binding with 47,182 pairs between 192 epitopes and 23,139 TCRs. Binary Classification. Given a T-cell receptor sequence (or CDR3 region) and an epitope sequence, predict whether binding occurs between them. (1) The epitope is FLNRFTTTL. The TCR CDR3 sequence is CASSQEGLAGVSEQYF. Result: 0 (the TCR does not bind to the epitope). (2) The TCR CDR3 sequence is CASSPSSGSNEQFF. The epitope is TPINLVRDL. Result: 1 (the TCR binds to the epitope). (3) The epitope is QVPLRPMTYK. The TCR CDR3 sequence is CSASVSSGGLETQYF. Result: 0 (the TCR does not bind to the epitope). (4) The epitope is AYAQKIFKI. The TCR CDR3 sequence is CASSSPTSVEQYF. Result: 1 (the TCR binds to the epitope). (5) The epitope is EEHVQIHTI. The TCR CDR3 sequence is CARISGVKETQYF. Result: 1 (the TCR binds to the epitope). (6) The epitope is PKYVKQNTLKLAT. The TCR CDR3 sequence is CASSVEGTGYYEQYF. Result: 1 (the TCR binds to the epitope). (7) The TCR CDR3 sequence is CASSQVGGRTEAFF. The epitope is NYSGVVTTVMF. Result: 1 (the TCR binds to the epitope).